This data is from Catalyst prediction with 721,799 reactions and 888 catalyst types from USPTO. The task is: Predict which catalyst facilitates the given reaction. (1) Reactant: Br[CH2:2][C:3](=O)[C:4]([O:6][CH2:7][CH3:8])=[O:5].[N:10]1[C:11]([NH2:19])=[N:12][N:13]2[CH2:18][CH2:17][CH2:16][CH2:15][C:14]=12. Product: [CH2:7]([O:6][C:4]([C:3]1[N:19]=[C:11]2[N:10]=[C:14]3[N:13]([CH2:18][CH2:17][CH2:16][CH2:15]3)[N:12]2[CH:2]=1)=[O:5])[CH3:8]. The catalyst class is: 57. (2) Reactant: C([C@@H]1COC(=O)N1[C:14]([C@H:16]1[CH2:21][C@H:20]2[C@H:18]([CH2:19]2)[C@@H:17]1[O:22][Si:23]([C:26]([CH3:29])([CH3:28])[CH3:27])([CH3:25])[CH3:24])=[O:15])C1C=CC=CC=1.[OH:30]O.O.[OH-].[Li+]. Product: [Si:23]([O:22][C@@H:17]1[C@@H:16]([C:14]([OH:15])=[O:30])[CH2:21][C@H:20]2[C@@H:18]1[CH2:19]2)([C:26]([CH3:29])([CH3:28])[CH3:27])([CH3:25])[CH3:24]. The catalyst class is: 20. (3) Reactant: [CH:1]1([OH:6])[CH2:5][CH:4]=[CH:3][CH2:2]1.C(N(CC)CC)C.[C:14](Cl)(=[O:21])[C:15]1[CH:20]=[CH:19][CH:18]=[CH:17][CH:16]=1. Product: [C:14]([O:6][CH:1]1[CH2:5][CH:4]=[CH:3][CH2:2]1)(=[O:21])[C:15]1[CH:20]=[CH:19][CH:18]=[CH:17][CH:16]=1. The catalyst class is: 2. (4) Reactant: [CH3:1][N:2]1[C:15]2[C:10](=[CH:11][C:12]([S:16](Cl)(=[O:18])=[O:17])=[CH:13][CH:14]=2)[C:9](=[O:20])[C:8]2[CH:7]=[C:6]([S:21](Cl)(=[O:23])=[O:22])[CH:5]=[CH:4][C:3]1=2.[CH3:25][CH:26]1[CH2:31][CH:30]([CH3:32])[CH2:29][NH:28][CH2:27]1. Product: [CH3:25][CH:26]1[CH2:31][CH:30]([CH3:32])[CH2:29][N:28]([S:16]([C:12]2[CH:13]=[CH:14][C:15]3[N:2]([CH3:1])[C:3]4[C:8](=[CH:7][C:6]([S:21]([N:2]5[CH2:15][CH:10]([CH3:11])[CH2:9][CH:8]([CH3:7])[CH2:3]5)(=[O:23])=[O:22])=[CH:5][CH:4]=4)[C:9](=[O:20])[C:10]=3[CH:11]=2)(=[O:18])=[O:17])[CH2:27]1. The catalyst class is: 1. (5) Reactant: [C:1]([O:5][C:6]([NH:8][C@:9]12[CH2:17][N:16](C(OCC3C=CC=CC=3)=O)[CH2:15][C@@H:14]1[CH2:13][CH:12]=[CH:11][CH2:10]2)=[O:7])([CH3:4])([CH3:3])[CH3:2].N.C(=O)=O.CO.[Na]. Product: [C:1]([O:5][C:6]([NH:8][C@:9]12[CH2:17][NH:16][CH2:15][C@@H:14]1[CH2:13][CH:12]=[CH:11][CH2:10]2)=[O:7])([CH3:4])([CH3:2])[CH3:3]. The catalyst class is: 627. (6) Reactant: [CH3:1][N:2]1[C:6](=[O:7])[N:5](COCC[Si](C)(C)C)[C:4]([C:16]2[CH:21]=[CH:20][C:19]([C:22]3[N:26]4[N:27]=[CH:28][CH:29]=[C:30]([N:31]5[CH2:36][CH2:35][O:34][CH2:33][CH2:32]5)[C:25]4=[N:24][C:23]=3[CH2:37][CH2:38][C:39]3[CH:48]=[CH:47][C:46]4[C:41](=[CH:42][CH:43]=[CH:44][CH:45]=4)[N:40]=3)=[CH:18][CH:17]=2)=[N:3]1.CCOCC. Product: [CH3:1][N:2]1[C:6](=[O:7])[NH:5][C:4]([C:16]2[CH:17]=[CH:18][C:19]([C:22]3[N:26]4[N:27]=[CH:28][CH:29]=[C:30]([N:31]5[CH2:32][CH2:33][O:34][CH2:35][CH2:36]5)[C:25]4=[N:24][C:23]=3[CH2:37][CH2:38][C:39]3[CH:48]=[CH:47][C:46]4[C:41](=[CH:42][CH:43]=[CH:44][CH:45]=4)[N:40]=3)=[CH:20][CH:21]=2)=[N:3]1. The catalyst class is: 137. (7) Reactant: [Li+].[OH-].[Cl:3][C:4]1[O:8][N:7]=[C:6]([C:9]([O:11]CC)=[O:10])[CH:5]=1. Product: [Cl:3][C:4]1[O:8][N:7]=[C:6]([C:9]([OH:11])=[O:10])[CH:5]=1. The catalyst class is: 14.